From a dataset of Reaction yield outcomes from USPTO patents with 853,638 reactions. Predict the reaction yield, written as a fraction of the theoretical maximum amount of product (1.0 means a 100% yield; for example, 0.34 means a 34% yield). (1) The reactants are [N:1]1([C:7]2[S:8][C:9]3[C:10](=[O:21])[NH:11][CH2:12][CH:13]=[C:14]([Sn](C)(C)C)[C:15]=3[N:16]=2)[CH2:6][CH2:5][O:4][CH2:3][CH2:2]1.[CH3:22][O:23][C:24](=[O:33])[C:25]1[CH:30]=[C:29](Br)[CH:28]=[CH:27][C:26]=1[Cl:32].[F-].[Cs+]. The catalyst is CN(C=O)C.[Cu]I. The product is [Cl:32][C:26]1[CH:27]=[CH:28][C:29]([C:14]2[C:15]3[N:16]=[C:7]([N:1]4[CH2:6][CH2:5][O:4][CH2:3][CH2:2]4)[S:8][C:9]=3[C:10](=[O:21])[NH:11][CH2:12][CH:13]=2)=[CH:30][C:25]=1[C:24]([O:23][CH3:22])=[O:33]. The yield is 0.800. (2) The reactants are [Cl:1][C:2]1[C:11]2[C:6](=[CH:7][C:8]([O:15][CH2:16][CH3:17])=[C:9]([O:12][CH2:13][CH3:14])[CH:10]=2)[N:5]=[CH:4][N:3]=1.[NH2:18][C:19]1[CH:20]=[C:21]([C:25]2[N:26]=[C:27]([C:30]([NH2:32])=[O:31])[S:28][CH:29]=2)[CH:22]=[CH:23][CH:24]=1. The catalyst is C(O)C. The product is [ClH:1].[CH2:13]([O:12][C:9]1[CH:10]=[C:11]2[C:6](=[CH:7][C:8]=1[O:15][CH2:16][CH3:17])[N:5]=[CH:4][N:3]=[C:2]2[NH:18][C:19]1[CH:20]=[C:21]([C:25]2[N:26]=[C:27]([C:30]([NH2:32])=[O:31])[S:28][CH:29]=2)[CH:22]=[CH:23][CH:24]=1)[CH3:14]. The yield is 0.560. (3) The reactants are [C:1]1([CH:7]2[CH2:12][CH2:11][NH:10][CH2:9][CH2:8]2)[CH:6]=[CH:5][CH:4]=[CH:3][CH:2]=1.CCN(C(C)C)C(C)C.[Br:22][C:23]1[C:24](Cl)=[C:25]([C:31](=[O:38])[C:32]([O:34][CH:35]([CH3:37])[CH3:36])=[O:33])[C:26]([CH3:30])=[N:27][C:28]=1[CH3:29]. The catalyst is CC#N. The product is [Br:22][C:23]1[C:24]([N:10]2[CH2:9][CH2:8][CH:7]([C:1]3[CH:6]=[CH:5][CH:4]=[CH:3][CH:2]=3)[CH2:12][CH2:11]2)=[C:25]([C:31](=[O:38])[C:32]([O:34][CH:35]([CH3:36])[CH3:37])=[O:33])[C:26]([CH3:30])=[N:27][C:28]=1[CH3:29]. The yield is 0.740.